Dataset: Full USPTO retrosynthesis dataset with 1.9M reactions from patents (1976-2016). Task: Predict the reactants needed to synthesize the given product. Given the product [F:19][C:17]1[CH:16]=[CH:15][C:14]2[C:5]([CH:3]([CH3:4])[CH2:2][N:24]3[CH2:29][CH2:28][O:27][CH2:26][CH2:25]3)=[N:6][C:7]3[CH:8]=[CH:9][NH:10][C:11](=[O:20])[C:12]=3[C:13]=2[CH:18]=1, predict the reactants needed to synthesize it. The reactants are: Br[CH2:2][CH:3]([C:5]1[C:14]2[CH:15]=[CH:16][C:17]([F:19])=[CH:18][C:13]=2[C:12]2[C:11](=[O:20])[NH:10][CH:9]=[CH:8][C:7]=2[N:6]=1)[CH3:4].C(#N)C.[NH:24]1[CH2:29][CH2:28][O:27][CH2:26][CH2:25]1.